From a dataset of Tox21: 12 toxicity assays (nuclear receptors and stress response pathways). Binary classification across 12 toxicity assays. (1) The molecule is O=C(O)c1cc2ccccc2cc1O. It tested positive (active) for: NR-AhR (Aryl hydrocarbon Receptor agonist activity), NR-ER (Estrogen Receptor agonist activity), and NR-ER-LBD (Estrogen Receptor Ligand Binding Domain agonist). (2) The drug is C[C@]12C[C@H](O)[C@H]3[C@@H](CCC4=CC(=O)CC[C@@]43C)[C@@H]1CC[C@]2(O)C(=O)CO. It tested positive (active) for: NR-AR (Androgen Receptor agonist activity), NR-AR-LBD (Androgen Receptor Ligand Binding Domain agonist), and NR-ER (Estrogen Receptor agonist activity). (3) The molecule is Cc1ccsc1C(=CCCN1CCC[C@@H](C(=O)O)C1)c1sccc1C. It tested positive (active) for: NR-ER (Estrogen Receptor agonist activity).